From a dataset of Full USPTO retrosynthesis dataset with 1.9M reactions from patents (1976-2016). Predict the reactants needed to synthesize the given product. (1) Given the product [Cl:30][CH2:2][C:3]1[N:8]=[C:7]([C:9]([N:11]2[CH2:16][CH2:15][O:14][CH2:13][CH2:12]2)=[O:10])[CH:6]=[CH:5][CH:4]=1, predict the reactants needed to synthesize it. The reactants are: O[CH2:2][C:3]1[N:8]=[C:7]([C:9]([N:11]2[CH2:16][CH2:15][O:14][CH2:13][CH2:12]2)=[O:10])[CH:6]=[CH:5][CH:4]=1.C(N(C(C)C)CC)(C)C.CS([Cl:30])(=O)=O. (2) The reactants are: CS(O[CH2:6][CH2:7][C:8]1[CH:13]=[CH:12][CH:11]=[CH:10][C:9]=1[Br:14])(=O)=O.[C:15]1([CH2:21][NH2:22])[CH:20]=[CH:19][CH:18]=[CH:17][CH:16]=1.C(=O)([O-])[O-].[K+].[K+].O1CCCC1. Given the product [CH2:21]([NH:22][CH2:6][CH2:7][C:8]1[CH:13]=[CH:12][CH:11]=[CH:10][C:9]=1[Br:14])[C:15]1[CH:20]=[CH:19][CH:18]=[CH:17][CH:16]=1, predict the reactants needed to synthesize it. (3) Given the product [CH3:1][O:2][C:3](=[O:16])[CH2:4][N:5]1[C:13]2[C:8](=[CH:9][C:10]([F:14])=[CH:11][CH:12]=2)[C:7]([CH2:18][C:20]2[CH:25]=[CH:24][CH:23]=[CH:22][C:21]=2[S:26]([OH:29])(=[O:28])=[O:27])=[C:6]1[CH3:15], predict the reactants needed to synthesize it. The reactants are: [CH3:1][O:2][C:3](=[O:16])[CH2:4][N:5]1[C:13]2[C:8](=[CH:9][C:10]([F:14])=[CH:11][CH:12]=2)[CH:7]=[C:6]1[CH3:15].[Na+].[CH:18]([C:20]1[CH:25]=[CH:24][CH:23]=[CH:22][C:21]=1[S:26]([O-:29])(=[O:28])=[O:27])=O.C([SiH](CC)CC)C.FC(F)(F)C(O)=O. (4) Given the product [Cl:14][C:12]1[C:13]2[N:8]([C:7]([CH:15]3[CH2:16][CH2:17][O:18][CH2:19][CH2:20]3)=[CH:6][C:5]=2[C:3]([NH:30][CH2:29][CH:26]2[CH2:27][CH2:28][C:23]([F:31])([F:22])[CH2:24][CH2:25]2)=[O:4])[CH:9]=[CH:10][CH:11]=1, predict the reactants needed to synthesize it. The reactants are: CO[C:3]([C:5]1[CH:6]=[C:7]([CH:15]2[CH2:20][CH2:19][O:18][CH2:17][CH2:16]2)[N:8]2[C:13]=1[C:12]([Cl:14])=[CH:11][CH:10]=[CH:9]2)=[O:4].Cl.[F:22][C:23]1([F:31])[CH2:28][CH2:27][CH:26]([CH2:29][NH2:30])[CH2:25][CH2:24]1.C(N(C(C)C)C(C)C)C.N12CCN(CC1)CC2.C[Al](C)C. (5) Given the product [C:1]([O:5][C:6](=[O:26])[NH:7][CH2:8][C:9]1[CH:14]=[CH:13][C:12]([O:15][CH2:16][C:17](=[O:19])[NH2:18])=[C:11]([CH:20]2[CH2:21][CH2:22][NH:23][CH2:24][CH2:25]2)[CH:10]=1)([CH3:4])([CH3:2])[CH3:3], predict the reactants needed to synthesize it. The reactants are: [C:1]([O:5][C:6](=[O:26])[NH:7][CH2:8][C:9]1[CH:14]=[CH:13][C:12]([O:15][CH2:16][C:17](=[O:19])[NH2:18])=[C:11]([C:20]2[CH:25]=[CH:24][N:23]=[CH:22][CH:21]=2)[CH:10]=1)([CH3:4])([CH3:3])[CH3:2]. (6) Given the product [CH:26]([O:25][C:24](=[O:29])[NH:23][C@@H:21]1[CH2:22][C:10]2[N:9]([CH2:8][C:4]3[C:3]([O:30][CH3:31])=[CH:2][CH:7]=[CH:6][N:5]=3)[C:17]3[CH:16]=[CH:15][C:14]([C:18]#[N:19])=[CH:13][C:12]=3[C:11]=2[CH2:20]1)([CH3:28])[CH3:27], predict the reactants needed to synthesize it. The reactants are: Cl[C:2]1[CH:7]=[CH:6][N:5]=[C:4]([CH2:8][N:9]2[C:17]3[CH:16]=[CH:15][C:14]([C:18]#[N:19])=[CH:13][C:12]=3[C:11]3[CH2:20][C@H:21]([NH:23][C:24](=[O:29])[O:25][CH:26]([CH3:28])[CH3:27])[CH2:22][C:10]2=3)[C:3]=1[O:30][CH3:31]. (7) Given the product [Cl:1][C:2]1[C:7]2[NH:8][C:9](=[O:11])[NH:10][C:6]=2[CH:5]=[C:4]([C:12]([OH:14])=[O:13])[CH:3]=1, predict the reactants needed to synthesize it. The reactants are: [Cl:1][C:2]1[C:7]2[NH:8][C:9](=[O:11])[NH:10][C:6]=2[CH:5]=[C:4]([C:12]([O:14]C)=[O:13])[CH:3]=1.[OH-].[Li+].O1CCCC1. (8) Given the product [F:3][C:4]1[CH:5]=[C:6]([C:10]2[NH:11][C:12]([CH2:21][S:24][CH3:23])=[C:13]([C:15]3[CH:16]=[N:17][CH:18]=[CH:19][CH:20]=3)[N:14]=2)[CH:7]=[CH:8][CH:9]=1, predict the reactants needed to synthesize it. The reactants are: Cl.Cl.[F:3][C:4]1[CH:5]=[C:6]([C:10]2[NH:11][C:12]([CH2:21]Cl)=[C:13]([C:15]3[CH:16]=[N:17][CH:18]=[CH:19][CH:20]=3)[N:14]=2)[CH:7]=[CH:8][CH:9]=1.[CH3:23][S:24]C.[Na].C(N(CC)CC)C.O. (9) Given the product [CH3:34][N:35]([CH3:36])[C:31](=[O:32])[CH2:30][O:29][CH2:28][C@@H:9]1[CH2:10][C@H:11]([NH:13][C:14]([C:16]2[C:24]3[C:19](=[CH:20][CH:21]=[CH:22][CH:23]=3)[N:18]([CH:25]([CH3:26])[CH3:27])[N:17]=2)=[O:15])[CH2:12][N:8]1[C:6]([O:5][C:1]([CH3:2])([CH3:3])[CH3:4])=[O:7], predict the reactants needed to synthesize it. The reactants are: [C:1]([O:5][C:6]([N:8]1[CH2:12][C@@H:11]([NH:13][C:14]([C:16]2[C:24]3[C:19](=[CH:20][CH:21]=[CH:22][CH:23]=3)[N:18]([CH:25]([CH3:27])[CH3:26])[N:17]=2)=[O:15])[CH2:10][C@H:9]1[CH2:28][O:29][CH2:30][C:31](O)=[O:32])=[O:7])([CH3:4])([CH3:3])[CH3:2].[CH3:34][NH:35][CH3:36]. (10) Given the product [O:16]([CH2:23][CH2:24][CH2:25][CH2:26][O:15][C:6]1[C:7]2[CH:14]=[CH:13][C:11](=[O:12])[O:10][C:8]=2[CH:9]=[C:4]2[O:3][CH:2]=[CH:1][C:5]=12)[C:17]1[CH:22]=[CH:21][CH:20]=[CH:19][CH:18]=1, predict the reactants needed to synthesize it. The reactants are: [CH:1]1[C:5]2=[C:6]([OH:15])[C:7]3[CH:14]=[CH:13][C:11](=[O:12])[O:10][C:8]=3[CH:9]=[C:4]2[O:3][CH:2]=1.[O:16]([CH2:23][CH2:24][CH2:25][CH2:26]Br)[C:17]1[CH:22]=[CH:21][CH:20]=[CH:19][CH:18]=1.C(=O)([O-])[O-].[K+].[K+].[I-].[K+].